This data is from Forward reaction prediction with 1.9M reactions from USPTO patents (1976-2016). The task is: Predict the product of the given reaction. (1) Given the reactants [CH2:1]([C:8]1[CH:9]=[N:10][C:11]2[C:16]([C:17]=1[C:18]1[CH:19]=[C:20]([NH2:24])[CH:21]=[CH:22][CH:23]=1)=[CH:15][CH:14]=[CH:13][C:12]=2[C:25]([F:28])([F:27])[F:26])[C:2]1[CH:7]=[CH:6][CH:5]=[CH:4][CH:3]=1.[CH:29]([C:31]1[CH:39]=[C:38]2[C:34]([CH:35]=[CH:36][NH:37]2)=[CH:33][CH:32]=1)=O, predict the reaction product. The product is: [CH2:1]([C:8]1[CH:9]=[N:10][C:11]2[C:16]([C:17]=1[C:18]1[CH:19]=[C:20]([NH:24][CH2:29][C:31]3[CH:39]=[C:38]4[C:34]([CH:35]=[CH:36][NH:37]4)=[CH:33][CH:32]=3)[CH:21]=[CH:22][CH:23]=1)=[CH:15][CH:14]=[CH:13][C:12]=2[C:25]([F:28])([F:26])[F:27])[C:2]1[CH:3]=[CH:4][CH:5]=[CH:6][CH:7]=1. (2) The product is: [Br:1][C:2]1[C:3]([N:12]2[CH2:17][CH2:16][N:15]([CH2:18][C:19]3[S:23][CH:22]=[N:21][CH:20]=3)[CH2:14][CH2:13]2)=[C:4]2[N:9]=[C:27]([C:28]3[CH:33]=[CH:32][C:31]([O:34][CH3:35])=[CH:30][CH:29]=3)[NH:8][C:5]2=[N:6][CH:7]=1. Given the reactants [Br:1][C:2]1[C:3]([N:12]2[CH2:17][CH2:16][N:15]([CH2:18][C:19]3[S:23][CH:22]=[N:21][CH:20]=3)[CH2:14][CH2:13]2)=[C:4]([N+:9]([O-])=O)[C:5]([NH2:8])=[N:6][CH:7]=1.CCO.[CH:27](=O)[C:28]1[CH:33]=[CH:32][C:31]([O:34][CH3:35])=[CH:30][CH:29]=1.[O-]S(S([O-])=O)=O.[Na+].[Na+], predict the reaction product. (3) Given the reactants [Cl-].O[NH3+:3].[C:4](=[O:7])([O-])[OH:5].[Na+].CS(C)=O.[CH2:13]([C:17]1[N:18]=[C:19]([CH3:48])[N:20]([C:39]2[CH:44]=[CH:43][C:42]([O:45][CH2:46][CH3:47])=[CH:41][CH:40]=2)[C:21](=[O:38])[C:22]=1[CH2:23][C:24]1[CH:29]=[CH:28][C:27]([C:30]2[C:31]([C:36]#[N:37])=[CH:32][CH:33]=[CH:34][CH:35]=2)=[CH:26][CH:25]=1)[CH2:14][CH2:15][CH3:16], predict the reaction product. The product is: [CH2:13]([C:17]1[N:18]=[C:19]([CH3:48])[N:20]([C:39]2[CH:40]=[CH:41][C:42]([O:45][CH2:46][CH3:47])=[CH:43][CH:44]=2)[C:21](=[O:38])[C:22]=1[CH2:23][C:24]1[CH:25]=[CH:26][C:27]([C:30]2[CH:35]=[CH:34][CH:33]=[CH:32][C:31]=2[C:36]2[NH:3][C:4](=[O:7])[O:5][N:37]=2)=[CH:28][CH:29]=1)[CH2:14][CH2:15][CH3:16].